This data is from Reaction yield outcomes from USPTO patents with 853,638 reactions. The task is: Predict the reaction yield, written as a fraction of the theoretical maximum amount of product (1.0 means a 100% yield; for example, 0.34 means a 34% yield). The reactants are CC1(C)C(C)(C)OB([C:9]2[CH:10]=[CH:11][C:12]([N:15]3[CH2:19][CH2:18][O:17][C:16]3=[O:20])=[N:13][CH:14]=2)O1.Br[C:23]1[CH:31]=[CH:30][C:29]2[N:28]3[C:32](=[O:40])[O:33][C@@H:34]([CH2:35][NH:36][C:37](=[O:39])[CH3:38])[C@@H:27]3[CH2:26][C:25]=2[CH:24]=1.C([O-])([O-])=O.[K+].[K+]. The catalyst is O1CCOCC1.O. The product is [O:40]=[C:32]1[N:28]2[C:29]3[CH:30]=[CH:31][C:23]([C:9]4[CH:14]=[N:13][C:12]([N:15]5[CH2:19][CH2:18][O:17][C:16]5=[O:20])=[CH:11][CH:10]=4)=[CH:24][C:25]=3[CH2:26][C@H:27]2[C@H:34]([CH2:35][NH:36][C:37](=[O:39])[CH3:38])[O:33]1. The yield is 0.530.